This data is from NCI-60 drug combinations with 297,098 pairs across 59 cell lines. The task is: Regression. Given two drug SMILES strings and cell line genomic features, predict the synergy score measuring deviation from expected non-interaction effect. (1) Drug 1: CN1C(=O)N2C=NC(=C2N=N1)C(=O)N. Drug 2: C1=NC2=C(N=C(N=C2N1C3C(C(C(O3)CO)O)F)Cl)N. Cell line: SK-OV-3. Synergy scores: CSS=-3.59, Synergy_ZIP=-2.52, Synergy_Bliss=-4.79, Synergy_Loewe=-28.8, Synergy_HSA=-8.47. (2) Drug 1: CS(=O)(=O)C1=CC(=C(C=C1)C(=O)NC2=CC(=C(C=C2)Cl)C3=CC=CC=N3)Cl. Drug 2: CCCCCOC(=O)NC1=NC(=O)N(C=C1F)C2C(C(C(O2)C)O)O. Cell line: HCT-15. Synergy scores: CSS=5.85, Synergy_ZIP=2.84, Synergy_Bliss=0.0954, Synergy_Loewe=0.702, Synergy_HSA=0.135. (3) Drug 1: CC1=CC2C(CCC3(C2CCC3(C(=O)C)OC(=O)C)C)C4(C1=CC(=O)CC4)C. Drug 2: C1=NC2=C(N=C(N=C2N1C3C(C(C(O3)CO)O)F)Cl)N. Cell line: SK-MEL-28. Synergy scores: CSS=11.1, Synergy_ZIP=-2.11, Synergy_Bliss=1.25, Synergy_Loewe=-29.5, Synergy_HSA=-2.06. (4) Drug 1: CC(C)(C#N)C1=CC(=CC(=C1)CN2C=NC=N2)C(C)(C)C#N. Drug 2: C(CC(=O)O)C(=O)CN.Cl. Cell line: TK-10. Synergy scores: CSS=-2.73, Synergy_ZIP=0.846, Synergy_Bliss=0.616, Synergy_Loewe=-1.36, Synergy_HSA=-1.48.